From a dataset of Peptide-MHC class II binding affinity with 134,281 pairs from IEDB. Regression. Given a peptide amino acid sequence and an MHC pseudo amino acid sequence, predict their binding affinity value. This is MHC class II binding data. The peptide sequence is GNTPIFKSGRGCGSC. The MHC is HLA-DQA10301-DQB10302 with pseudo-sequence HLA-DQA10301-DQB10302. The binding affinity (normalized) is 0.0601.